This data is from Full USPTO retrosynthesis dataset with 1.9M reactions from patents (1976-2016). The task is: Predict the reactants needed to synthesize the given product. (1) Given the product [Cl:1][C:2]1[CH:3]=[CH:4][CH:5]=[C:6]2[C:10]=1[N:9]([CH2:11][C:12]1[NH:20][CH2:19][CH2:18][N:13]=1)[CH:8]=[C:7]2[S:14]([CH3:17])(=[O:16])=[O:15], predict the reactants needed to synthesize it. The reactants are: [Cl:1][C:2]1[CH:3]=[CH:4][CH:5]=[C:6]2[C:10]=1[N:9]([CH2:11][C:12]#[N:13])[CH:8]=[C:7]2[S:14]([CH3:17])(=[O:16])=[O:15].[CH2:18](N)[CH2:19][NH2:20]. (2) Given the product [O:27]=[C:24]1[CH2:25][CH2:26][N:23]1[C:2]1[CH:11]=[C:10]2[C:5]([CH:6]=[C:7]([C:13]3[CH:18]=[CH:17][CH:16]=[CH:15][C:14]=3[C:19]([F:22])([F:21])[F:20])[NH:8][C:9]2=[O:12])=[CH:4][CH:3]=1, predict the reactants needed to synthesize it. The reactants are: I[C:2]1[CH:11]=[C:10]2[C:5]([CH:6]=[C:7]([C:13]3[CH:18]=[CH:17][CH:16]=[CH:15][C:14]=3[C:19]([F:22])([F:21])[F:20])[NH:8][C:9]2=[O:12])=[CH:4][CH:3]=1.[NH:23]1[CH2:26][CH2:25][C:24]1=[O:27].P([O-])([O-])([O-])=O.[K+].[K+].[K+].CNCCNC.[Cl-].[NH4+].